Predict the reactants needed to synthesize the given product. From a dataset of Full USPTO retrosynthesis dataset with 1.9M reactions from patents (1976-2016). Given the product [CH2:18]([C:3]1([CH2:1][CH3:2])[C:11]2[C:6](=[CH:7][C:8]([N+:20]([O-:22])=[O:21])=[C:9]([NH:12][C:13](=[O:15])[CH3:14])[CH:10]=2)[N:5]([CH3:16])[C:4]1=[O:17])[CH3:19], predict the reactants needed to synthesize it. The reactants are: [CH2:1]([C:3]1([CH2:18][CH3:19])[C:11]2[C:6](=[CH:7][CH:8]=[C:9]([NH:12][C:13](=[O:15])[CH3:14])[CH:10]=2)[N:5]([CH3:16])[C:4]1=[O:17])[CH3:2].[N+:20]([O-])([OH:22])=[O:21].